From a dataset of Forward reaction prediction with 1.9M reactions from USPTO patents (1976-2016). Predict the product of the given reaction. (1) Given the reactants [CH3:1][C:2]1([CH3:17])[O:8][C:6](=[O:7])[N:5]([C:9]2[CH:14]=[C:13]([Cl:15])[CH:12]=[C:11]([Cl:16])[CH:10]=2)[C:3]1=[O:4].CC1=N[O:21][C:22](/[C:24]/1=N\NC1C(Cl)=CC=CC=1)=O.C[C@@]1(C2C=CC(OC3C=CC=CC=3)=CC=2)OC(=O)N(NC2C=CC=CC=2)C1=[O:37].CC1ON=C(O)C=1.CC1=NOC(/C/1=N/NC1C=CC=C(Cl)C=1)=O.CC1(COC)OC(=O)N(C2C=C(Cl)C=C(Cl)C=2)C1=O.CC1C(N(N2C(=O)OCC2)C(COC)=O)=C(C)C=CC=1.CC1(C=C)OC(=O)N(C2C=C(Cl)C=C(Cl)C=2)C1=O, predict the reaction product. The product is: [CH3:24][CH2:22][O:21][C:1]([C:2]1([CH3:17])[O:8][C:6](=[O:7])[N:5]([C:9]2[CH:14]=[C:13]([Cl:15])[CH:12]=[C:11]([Cl:16])[CH:10]=2)[C:3]1=[O:4])=[O:37]. (2) Given the reactants [OH:1][C@@H:2]1[CH2:9][N:8]([CH2:10][CH2:11][CH2:12][N:13]2[C:19](=[O:20])[CH2:18][CH2:17][NH:16][CH2:15][CH2:14]2)[CH2:7][CH2:6][C:3]21[CH2:5][CH2:4]2.I[C:22]1[CH:27]=[CH:26][CH:25]=[C:24]([O:28][C:29]([F:32])([F:31])[F:30])[CH:23]=1, predict the reaction product. The product is: [OH:1][C@@H:2]1[CH2:9][N:8]([CH2:10][CH2:11][CH2:12][N:13]2[C:19](=[O:20])[CH2:18][CH2:17][N:16]([C:26]3[CH:27]=[CH:22][CH:23]=[C:24]([O:28][C:29]([F:30])([F:31])[F:32])[CH:25]=3)[CH2:15][CH2:14]2)[CH2:7][CH2:6][C:3]21[CH2:4][CH2:5]2.